This data is from Retrosynthesis with 50K atom-mapped reactions and 10 reaction types from USPTO. The task is: Predict the reactants needed to synthesize the given product. (1) Given the product COc1cc(C=C(C)C(=O)O)ccc1F, predict the reactants needed to synthesize it. The reactants are: COC(=O)C(C)=Cc1ccc(F)c(OC)c1. (2) The reactants are: CC(C)(C)OC(=O)N1CCC(O)C1. Given the product CC(C)(C)OC(=O)N1CCC(=O)C1, predict the reactants needed to synthesize it. (3) Given the product CCn1c(C(=O)N(C2CC2)C2CC2)cc2c3c(ncn3C)c(Nc3ncc(C(=O)O)s3)nc21, predict the reactants needed to synthesize it. The reactants are: CCOC(=O)c1cnc(Nc2nc3c(cc(C(=O)N(C4CC4)C4CC4)n3CC)c3c2ncn3C)s1. (4) Given the product COc1ccc(CNC(=O)c2cnc(CN)c3c(OC)cc(OC)cc23)cc1, predict the reactants needed to synthesize it. The reactants are: COc1ccc(CNC(=O)c2cnc(CNC(=O)OC(C)(C)C)c3c(OC)cc(OC)cc23)cc1. (5) Given the product CCCCCc1sc(C(=O)Nc2ccccc2)nc1-c1ccccc1, predict the reactants needed to synthesize it. The reactants are: CCCCCc1sc(C(=O)O)nc1-c1ccccc1.Nc1ccccc1.